This data is from Full USPTO retrosynthesis dataset with 1.9M reactions from patents (1976-2016). The task is: Predict the reactants needed to synthesize the given product. (1) Given the product [C:34]([NH:37][CH2:38][CH2:39][NH:40][C:24]([C:19]1[NH:20][C:21]2[C:17]([C:18]=1[C:27]1[CH:32]=[CH:31][CH:30]=[C:29]([F:33])[CH:28]=1)=[CH:16][C:15]([NH:14][S:11]([C:8]1[CH:7]=[CH:6][C:5]([C:1]([CH3:2])([CH3:4])[CH3:3])=[CH:10][CH:9]=1)(=[O:12])=[O:13])=[CH:23][CH:22]=2)=[O:25])(=[O:36])[CH3:35], predict the reactants needed to synthesize it. The reactants are: [C:1]([C:5]1[CH:10]=[CH:9][C:8]([S:11]([NH:14][C:15]2[CH:16]=[C:17]3[C:21](=[CH:22][CH:23]=2)[NH:20][C:19]([C:24](O)=[O:25])=[C:18]3[C:27]2[CH:32]=[CH:31][CH:30]=[C:29]([F:33])[CH:28]=2)(=[O:13])=[O:12])=[CH:7][CH:6]=1)([CH3:4])([CH3:3])[CH3:2].[C:34]([NH:37][CH2:38][CH2:39][NH2:40])(=[O:36])[CH3:35]. (2) Given the product [CH:3]1([CH2:6][N:7]2[C:19]3[CH2:18][CH2:17][CH:16]([CH:20]4[CH2:25][CH2:24][O:23][CH2:22][CH2:21]4)[CH2:15][C:14]=3[C:13]3[C:8]2=[CH:9][CH:10]=[C:11]([C:26]([OH:28])=[O:27])[CH:12]=3)[CH2:4][CH2:5]1, predict the reactants needed to synthesize it. The reactants are: [OH-].[Li+].[CH:3]1([CH2:6][N:7]2[C:19]3[CH2:18][CH2:17][CH:16]([CH:20]4[CH2:25][CH2:24][O:23][CH2:22][CH2:21]4)[CH2:15][C:14]=3[C:13]3[C:8]2=[CH:9][CH:10]=[C:11]([C:26]([O:28]C)=[O:27])[CH:12]=3)[CH2:5][CH2:4]1.Cl. (3) Given the product [C:36]([CH2:35][C:34]1[CH:38]=[CH:39][C:31]([NH:30][C:14](=[O:15])[C:13]2[CH:17]=[CH:18][C:10]([S:9][C:6]3[CH:7]=[CH:8][C:3]([O:2][CH3:1])=[CH:4][CH:5]=3)=[C:11]([NH:19][C:20]3[C:21]4[CH:29]=[CH:28][CH:27]=[N:26][C:22]=4[N:23]=[CH:24][N:25]=3)[CH:12]=2)=[CH:32][CH:33]=1)#[N:37], predict the reactants needed to synthesize it. The reactants are: [CH3:1][O:2][C:3]1[CH:8]=[CH:7][C:6]([S:9][C:10]2[CH:18]=[CH:17][C:13]([C:14](Cl)=[O:15])=[CH:12][C:11]=2[NH:19][C:20]2[C:21]3[CH:29]=[CH:28][CH:27]=[N:26][C:22]=3[N:23]=[CH:24][N:25]=2)=[CH:5][CH:4]=1.[NH2:30][C:31]1[CH:39]=[CH:38][C:34]([CH2:35][C:36]#[N:37])=[CH:33][CH:32]=1.NC1C=C(O)C(C)=CC=1.C(C1C=CC2C(NC3C=C(C=CC=3SC3C=CC(OC)=CC=3)C(Cl)=O)=NC=NC=2N=1)(C)C.